From a dataset of Catalyst prediction with 721,799 reactions and 888 catalyst types from USPTO. Predict which catalyst facilitates the given reaction. (1) Reactant: [Cl:1][CH2:2][CH2:3][CH2:4][O:5][C:6]1[CH:14]=[CH:13][C:9]([C:10](O)=[O:11])=[CH:8][C:7]=1[O:15][CH3:16].S(Cl)([Cl:19])=O. Product: [Cl:1][CH2:2][CH2:3][CH2:4][O:5][C:6]1[CH:14]=[CH:13][C:9]([C:10]([Cl:19])=[O:11])=[CH:8][C:7]=1[O:15][CH3:16]. The catalyst class is: 4. (2) Reactant: Cl[C:2]1[CH:7]=[C:6]([O:8][C:9]2[CH:10]=[CH:11][C:12]([N:16]3[C:20](=[O:21])[NH:19][C:18]([C:22]4[CH:27]=[CH:26][C:25]([F:28])=[CH:24][CH:23]=4)=[N:17]3)=[N:13][C:14]=2[CH3:15])[CH:5]=[CH:4][N:3]=1.P([O-])([O-])([O-])=O.[K+].[K+].[K+].O1[CH2:42][CH2:41]OCC1. Product: [F:28][C:25]1[CH:26]=[CH:27][C:22]([C:18]2[NH:19][C:20](=[O:21])[N:16]([C:12]3[CH:11]=[CH:10][C:9]([O:8][C:6]4[CH:5]=[CH:4][N:3]=[C:2]([N:13]5[CH:14]=[C:41]([CH3:42])[N:16]=[CH:12]5)[CH:7]=4)=[C:14]([CH3:15])[N:13]=3)[N:17]=2)=[CH:23][CH:24]=1. The catalyst class is: 101. (3) Reactant: [OH:1][C:2]1([C:6]2[N:7](COCC[Si](C)(C)C)[C:8]([C:12]3[CH:13]=[C:14]([CH:19]=[CH:20][C:21]=3[CH3:22])[C:15]([O:17][CH3:18])=[O:16])=[C:9]([CH3:11])[N:10]=2)[CH2:5][O:4][CH2:3]1.[SiH](CC)(CC)CC.FC(F)(F)C(O)=O.[OH-].[Na+]. Product: [OH:1][C:2]1([C:6]2[NH:7][C:8]([C:12]3[CH:13]=[C:14]([CH:19]=[CH:20][C:21]=3[CH3:22])[C:15]([O:17][CH3:18])=[O:16])=[C:9]([CH3:11])[N:10]=2)[CH2:3][O:4][CH2:5]1. The catalyst class is: 170. (4) Reactant: [Cl:1][C:2]1[CH:11]=[C:10]2[C:5]([C:6](O)=[C:7]([S:12]([C:15]3[CH:20]=[CH:19][C:18]([Cl:21])=[CH:17][CH:16]=3)(=[O:14])=[O:13])[CH:8]=[N:9]2)=[CH:4][CH:3]=1.O(Cl)[Cl:24].[P+5].[Na]. Product: [Cl:21][C:18]1[CH:19]=[CH:20][C:15]([S:12]([C:7]2[CH:8]=[N:9][C:10]3[C:5]([C:6]=2[Cl:24])=[CH:4][CH:3]=[C:2]([Cl:1])[CH:11]=3)(=[O:14])=[O:13])=[CH:16][CH:17]=1. The catalyst class is: 6. (5) Reactant: [OH:1][C@H:2]([C@@H:20]([NH:28]C(=O)C(F)(F)F)[CH2:21][C:22]1[CH:27]=[CH:26][CH:25]=[CH:24][CH:23]=1)[CH2:3][N:4]([CH2:13][CH:14]1[CH2:19][CH2:18][CH2:17][CH2:16][CH2:15]1)[NH:5][C:6]([O:8][C:9]([CH3:12])([CH3:11])[CH3:10])=[O:7].C([O-])([O-])=O.[K+].[K+]. Product: [OH:1][C@H:2]([C@@H:20]([NH2:28])[CH2:21][C:22]1[CH:27]=[CH:26][CH:25]=[CH:24][CH:23]=1)[CH2:3][N:4]([CH2:13][CH:14]1[CH2:15][CH2:16][CH2:17][CH2:18][CH2:19]1)[NH:5][C:6]([O:8][C:9]([CH3:12])([CH3:10])[CH3:11])=[O:7]. The catalyst class is: 5. (6) Reactant: FC(F)(F)S([O:6][CH2:7][C:8]([F:11])([F:10])[F:9])(=O)=O.[CH2:14]([O:21][C:22]1[CH:27]=[CH:26][C:25]([N:28]2[C:32]3=[N:33][CH:34]=[C:35](O)[CH:36]=[C:31]3[N:30]([CH2:38][CH3:39])[C:29]2=[O:40])=[CH:24][CH:23]=1)[C:15]1[CH:20]=[CH:19][CH:18]=[CH:17][CH:16]=1.C(=O)([O-])[O-].[K+].[K+].[Cl-].[Cl-].[Ca+2]. The catalyst class is: 3. Product: [CH2:14]([O:21][C:22]1[CH:23]=[CH:24][C:25]([N:28]2[C:32]3=[N:33][CH:34]=[C:35]([O:6][CH2:7][C:8]([F:11])([F:10])[F:9])[CH:36]=[C:31]3[N:30]([CH2:38][CH3:39])[C:29]2=[O:40])=[CH:26][CH:27]=1)[C:15]1[CH:20]=[CH:19][CH:18]=[CH:17][CH:16]=1.